Dataset: Reaction yield outcomes from USPTO patents with 853,638 reactions. Task: Predict the reaction yield, written as a fraction of the theoretical maximum amount of product (1.0 means a 100% yield; for example, 0.34 means a 34% yield). (1) The reactants are F[C:2]1[C:7](F)=[CH:6][C:5]([C:9]2[CH:14]=[CH:13][N:12]=[CH:11][C:10]=2[N:15](CCS(C)(=O)=O)[C:16](=O)C2C=C(C(F)(F)F)N=C(C(F)(F)F)C=2)=[C:4](OC)[CH:3]=1.C1(B(O)O)C=CC=CC=1.C([O-])([O-])=O.[Na+].[Na+].C1(P(C2C=CC=CC=2)C2C=CC=CC=2)C=CC=CC=1.C([O-])(O)=O.[Na+]. The catalyst is COCCOC.CC([O-])=O.CC([O-])=O.[Pd+2].CCOC(C)=O. The product is [CH3:16][NH:15][C:10]1[CH:11]=[N:12][CH:13]=[CH:14][C:9]=1[C:5]1[CH:4]=[CH:3][CH:2]=[CH:7][CH:6]=1. The yield is 0.900. (2) The reactants are [ClH:1].Cl.[CH2:3]([N:10]1[CH2:15][CH2:14][NH:13][CH2:12][CH2:11]1)[C:4]1[CH:9]=[CH:8][CH:7]=[CH:6][CH:5]=1.Br[CH2:17][C:18]([C:20]1[CH:25]=[CH:24][C:23]([O:26][CH3:27])=[CH:22][CH:21]=1)=[O:19].C([O-])([O-])=O.[K+].[K+]. The product is [ClH:1].[ClH:1].[CH2:3]([N:10]1[CH2:15][CH2:14][N:13]([CH2:17][C:18]([C:20]2[CH:25]=[CH:24][C:23]([O:26][CH3:27])=[CH:22][CH:21]=2)=[O:19])[CH2:12][CH2:11]1)[C:4]1[CH:5]=[CH:6][CH:7]=[CH:8][CH:9]=1. The catalyst is CC(C)=O. The yield is 0.700. (3) The reactants are [CH2:1]([OH:8])[C:2]1[CH:7]=[CH:6][CH:5]=[CH:4][CH:3]=1.[H-].[Na+].[Br:11][C:12]1[CH:13]=[N:14][C:15](Cl)=[N:16][CH:17]=1. No catalyst specified. The product is [CH2:1]([O:8][C:15]1[N:16]=[CH:17][C:12]([Br:11])=[CH:13][N:14]=1)[C:2]1[CH:7]=[CH:6][CH:5]=[CH:4][CH:3]=1. The yield is 0.980. (4) The reactants are C1(C)C=CC(S(O)(=O)=O)=CC=1.[OH:12][CH2:13][C:14]1[CH:15]=[C:16]([CH:19]=[CH:20][CH:21]=1)[C:17]#[N:18].[O:22]1[CH:27]=[CH:26][CH2:25][CH2:24][CH2:23]1.C(=O)(O)[O-].[Na+]. The catalyst is ClCCl. The product is [O:22]1[CH2:27][CH2:26][CH2:25][CH2:24][CH:23]1[O:12][CH2:13][C:14]1[CH:15]=[C:16]([CH:19]=[CH:20][CH:21]=1)[C:17]#[N:18]. The yield is 0.610. (5) The product is [F:8][C:6]1[CH:5]=[CH:4][C:3]([O:9][CH3:10])=[C:2]([C:28]([CH3:30])([CH3:29])[CH2:27][C:25](=[O:24])[CH3:26])[CH:7]=1. The reactants are Br[C:2]1[CH:7]=[C:6]([F:8])[CH:5]=[CH:4][C:3]=1[O:9][CH3:10].C([Li])CCC.CSC.Cl[Si](C)(C)C.[O:24]=[C:25]([CH:27]=[C:28]([CH3:30])[CH3:29])[CH3:26]. The catalyst is C1COCC1. The yield is 0.850. (6) The reactants are [CH2:1]([N:8]1[C:16]2[C:11](=[CH:12][CH:13]=[CH:14][CH:15]=2)[CH:10]=[C:9]1[C:17]([OH:19])=O)[C:2]1[CH:7]=[CH:6][CH:5]=[CH:4][CH:3]=1.[NH2:20][C@H:21]([C:23]([NH:25][C@H:26]([CH:39]=[O:40])[CH2:27][C:28](=[N:34][NH:35][C:36]([NH2:38])=[O:37])[O:29][C:30]([CH3:33])([CH3:32])[CH3:31])=[O:24])[CH3:22].CCN=C=NCCCN(C)C. The catalyst is C(Cl)Cl.CN(C1C=CN=CC=1)C.C(OCC)(=O)C. The product is [CH2:1]([N:8]1[C:16]2[C:11](=[CH:12][CH:13]=[CH:14][CH:15]=2)[CH:10]=[C:9]1[C:17]([NH:20][C@H:21]([C:23]([NH:25][C@H:26]([CH:39]=[O:40])[CH2:27][C:28](=[N:34][NH:35][C:36]([NH2:38])=[O:37])[O:29][C:30]([CH3:31])([CH3:33])[CH3:32])=[O:24])[CH3:22])=[O:19])[C:2]1[CH:3]=[CH:4][CH:5]=[CH:6][CH:7]=1. The yield is 0.560. (7) The reactants are CN(C(ON1N=NC2C=CC=NC1=2)=[N+](C)C)C.F[P-](F)(F)(F)(F)F.[F:25][C:26]1[CH:27]=[C:28]([NH:37][C:38]([C@@H:40]2[NH:49][CH2:48][CH2:47][C:46]3[N:45]=[C:44]([O:50][CH3:51])[CH:43]=[CH:42][C:41]2=3)=[O:39])[CH:29]=[C:30]2[C:34]=1[C:33]([CH3:36])([CH3:35])[CH2:32][CH2:31]2.[C:52]([O:56][C:57](=[O:66])[CH2:58][C@H:59]1[CH2:62][C@H:61]([C:63](O)=[O:64])[CH2:60]1)([CH3:55])([CH3:54])[CH3:53].CCN(C(C)C)C(C)C. The catalyst is CN(C=O)C.O. The product is [F:25][C:26]1[CH:27]=[C:28]([NH:37][C:38]([C@@H:40]2[N:49]([C:63]([C@H:61]3[CH2:60][C@H:59]([CH2:58][C:57]([O:56][C:52]([CH3:55])([CH3:54])[CH3:53])=[O:66])[CH2:62]3)=[O:64])[CH2:48][CH2:47][C:46]3[N:45]=[C:44]([O:50][CH3:51])[CH:43]=[CH:42][C:41]2=3)=[O:39])[CH:29]=[C:30]2[C:34]=1[C:33]([CH3:35])([CH3:36])[CH2:32][CH2:31]2. The yield is 0.980.